Predict the reactants needed to synthesize the given product. From a dataset of Full USPTO retrosynthesis dataset with 1.9M reactions from patents (1976-2016). (1) Given the product [C:13]([C:17]1[CH:22]=[CH:21][C:20](/[C:23](/[C:42]2[NH:47][C:46](=[O:48])[C:45]([CH2:49][CH2:50][C:51]([NH2:3])=[O:53])=[CH:44][CH:43]=2)=[CH:24]\[C@H:25]2[CH2:29][CH2:28][C:27](=[O:30])[N:26]2[CH2:31][C:32]2[CH:37]=[CH:36][C:35]([O:38][CH3:39])=[CH:34][C:33]=2[O:40][CH3:41])=[CH:19][CH:18]=1)([CH3:14])([CH3:16])[CH3:15], predict the reactants needed to synthesize it. The reactants are: C(N1C=CN=C1)([N:3]1C=CN=C1)=O.[C:13]([C:17]1[CH:22]=[CH:21][C:20](/[C:23](/[C:42]2[NH:47][C:46](=[O:48])[C:45]([CH2:49][CH2:50][C:51]([OH:53])=O)=[CH:44][CH:43]=2)=[CH:24]\[C@H:25]2[CH2:29][CH2:28][C:27](=[O:30])[N:26]2[CH2:31][C:32]2[CH:37]=[CH:36][C:35]([O:38][CH3:39])=[CH:34][C:33]=2[O:40][CH3:41])=[CH:19][CH:18]=1)([CH3:16])([CH3:15])[CH3:14].N. (2) Given the product [CH:37]1([O:36][C:22]2[C:21]([C:19]3[N:20]=[C:16]([C:12]4([OH:15])[CH2:11][CH2:10][NH:9][CH2:14][CH2:13]4)[S:17][CH:18]=3)=[CH:30][CH:29]=[C:28]3[C:23]=2[CH2:24][CH2:25][C@H:26]([CH3:35])[N:27]3[C:31]([O:33][CH3:34])=[O:32])[CH2:38][CH2:39][CH2:40]1, predict the reactants needed to synthesize it. The reactants are: Cl.C(OC([N:9]1[CH2:14][CH2:13][C:12]([C:16]2[S:17][CH:18]=[C:19]([C:21]3[C:22]([O:36][CH:37]4[CH2:40][CH2:39][CH2:38]4)=[C:23]4[C:28](=[CH:29][CH:30]=3)[N:27]([C:31]([O:33][CH3:34])=[O:32])[C@@H:26]([CH3:35])[CH2:25][CH2:24]4)[N:20]=2)([OH:15])[CH2:11][CH2:10]1)=O)(C)(C)C. (3) The reactants are: [OH:1][CH2:2][CH2:3][C:4]1[C:5](=[O:17])[N:6]([C:11]2[CH:16]=[CH:15][CH:14]=[CH:13][CH:12]=2)[N:7]([CH3:10])[C:8]=1[CH3:9].C(N(CC)CC)C.[CH3:25][S:26]([Cl:29])(=[O:28])=[O:27].[Cl-].[NH4+]. Given the product [CH3:10][N:7]1[C:8]([CH3:9])=[C:4]([CH2:3][CH2:2][O:1][S:26]([CH3:25])(=[O:28])=[O:27])[C:5](=[O:17])[N:6]1[C:11]1[CH:16]=[CH:15][CH:14]=[CH:13][CH:12]=1.[Cl:29][CH2:2][CH2:3][C:4]1[C:5](=[O:17])[N:6]([C:11]2[CH:16]=[CH:15][CH:14]=[CH:13][CH:12]=2)[N:7]([CH3:10])[C:8]=1[CH3:9], predict the reactants needed to synthesize it. (4) Given the product [Cl:1][C:2]1[N:10]=[C:9]([S:11][CH2:12][C:13]2[CH:18]=[CH:17][C:16]([O:19][CH3:20])=[C:15]([N+:21]([O-:23])=[O:22])[CH:14]=2)[N:8]=[C:7]2[C:3]=1[N:4]=[CH:5][N:6]2[CH3:26], predict the reactants needed to synthesize it. The reactants are: [Cl:1][C:2]1[N:10]=[C:9]([S:11][CH2:12][C:13]2[CH:18]=[CH:17][C:16]([O:19][CH3:20])=[C:15]([N+:21]([O-:23])=[O:22])[CH:14]=2)[N:8]=[C:7]2[C:3]=1[N:4]=[CH:5][NH:6]2.[H-].[Na+].[CH3:26]I.O. (5) Given the product [F:32][C:33]([F:44])([F:43])[C:34]([OH:31])=[O:35].[N:1]1[CH:6]=[CH:5][CH:4]=[CH:3][C:2]=1[C:7]1[C:8]([C:15]2[C:24]3[C:19](=[CH:20][C:21]([C:25]4[CH:26]=[CH:27][C:28]([O:31][CH2:34][C:33]([F:44])([F:43])[F:32])=[CH:29][CH:30]=4)=[CH:22][CH:23]=3)[N:18]=[CH:17][CH:16]=2)=[C:9]2[CH2:14][CH2:13][CH2:12][N:10]2[N:11]=1, predict the reactants needed to synthesize it. The reactants are: [N:1]1[CH:6]=[CH:5][CH:4]=[CH:3][C:2]=1[C:7]1[C:8]([C:15]2[C:24]3[C:19](=[CH:20][C:21]([C:25]4[CH:30]=[CH:29][C:28]([OH:31])=[CH:27][CH:26]=4)=[CH:22][CH:23]=3)[N:18]=[CH:17][CH:16]=2)=[C:9]2[CH2:14][CH2:13][CH2:12][N:10]2[N:11]=1.[F:32][C:33]([F:44])([F:43])[CH2:34][O:35]S(C(F)(F)F)(=O)=O.[H-].[Na+]. (6) Given the product [C:26]1([N:32]2[C:10]([NH2:11])=[C:9]([N:8]=[N:7][C:1]3[CH:6]=[CH:5][CH:4]=[CH:3][CH:2]=3)[C:12]([NH2:13])=[N:33]2)[CH:31]=[CH:30][CH:29]=[CH:28][CH:27]=1, predict the reactants needed to synthesize it. The reactants are: [C:1]1([NH:7][N:8]=[C:9]([C:12]#[N:13])[C:10]#[N:11])[CH:6]=[CH:5][CH:4]=[CH:3][CH:2]=1.NC1C=CC=CC=1.C(#N)CC#N.[C:26]1([NH:32][NH2:33])[CH:31]=[CH:30][CH:29]=[CH:28][CH:27]=1. (7) Given the product [CH2:1]([O:8][C:9](=[O:17])[C:10]1[CH:11]=[CH:12][C:13]([NH:16][C:20](=[O:21])[C:19]([F:30])([F:29])[F:18])=[CH:14][CH:15]=1)[C:2]1[CH:3]=[CH:4][CH:5]=[CH:6][CH:7]=1, predict the reactants needed to synthesize it. The reactants are: [CH2:1]([O:8][C:9](=[O:17])[C:10]1[CH:15]=[CH:14][C:13]([NH2:16])=[CH:12][CH:11]=1)[C:2]1[CH:7]=[CH:6][CH:5]=[CH:4][CH:3]=1.[F:18][C:19]([F:30])([F:29])[C:20](O[C:20](=[O:21])[C:19]([F:30])([F:29])[F:18])=[O:21]. (8) The reactants are: Cl[C:2]([O:4][CH2:5][C:6]1[CH:11]=[CH:10][CH:9]=[CH:8][CH:7]=1)=[O:3].Cl.[Br:13][C:14]1[C:15]([O:25][CH3:26])=[C:16]([CH:22]([NH2:24])[CH3:23])[CH:17]=[C:18]([Cl:21])[C:19]=1[CH3:20].C(=O)([O-])[O-].[Na+].[Na+].O. Given the product [CH2:5]([O:4][C:2](=[O:3])[NH:24][CH:22]([C:16]1[CH:17]=[C:18]([Cl:21])[C:19]([CH3:20])=[C:14]([Br:13])[C:15]=1[O:25][CH3:26])[CH3:23])[C:6]1[CH:11]=[CH:10][CH:9]=[CH:8][CH:7]=1, predict the reactants needed to synthesize it.